This data is from Catalyst prediction with 721,799 reactions and 888 catalyst types from USPTO. The task is: Predict which catalyst facilitates the given reaction. (1) Reactant: [Br:1][C:2]1[CH:3]=[CH:4][C:5]2[C:6](=[O:17])[N:7]3[CH2:16][CH2:15][NH:14][CH2:13][CH2:12][C:8]3=[N:9][C:10]=2[CH:11]=1.C([O-])([O-])=O.[K+].[K+].I[CH2:25][CH3:26]. Product: [Br:1][C:2]1[CH:3]=[CH:4][C:5]2[C:6](=[O:17])[N:7]3[CH2:16][CH2:15][N:14]([CH2:25][CH3:26])[CH2:13][CH2:12][C:8]3=[N:9][C:10]=2[CH:11]=1. The catalyst class is: 95. (2) Reactant: [Cl:1][C:2]1[N:11]=[C:10](Cl)[C:9]2[C:4](=[CH:5][CH:6]=[CH:7][CH:8]=2)[N:3]=1.C([N:16](CC)C(C)C)(C)C.N[C:23]1[CH:28]=[CH:27][CH:26]=[CH:25][CH:24]=1. Product: [Cl:1][C:2]1[N:11]=[C:10]([C:23]2[CH:28]=[CH:27][CH:26]=[CH:25][CH:24]=2)[C:9]2[C:4](=[CH:5][CH:6]=[CH:7][C:8]=2[NH2:16])[N:3]=1. The catalyst class is: 32. (3) Reactant: [S:1]1[CH:5]=[CH:4][C:3]([NH:6][C:7](=[O:12])[C:8]([CH3:11])([CH3:10])[CH3:9])=[CH:2]1.[Li]CCCC.CN([CH:21]=[O:22])C. Product: [CH:21]([C:2]1[S:1][CH:5]=[CH:4][C:3]=1[NH:6][C:7](=[O:12])[C:8]([CH3:9])([CH3:11])[CH3:10])=[O:22]. The catalyst class is: 1. (4) Reactant: [CH2:1]([O:3][C:4]1[CH:27]=[CH:26][CH:25]=[CH:24][C:5]=1[C:6]([N:8]=[C:9]1[N:13]([CH2:14][CH2:15][O:16][CH3:17])[C:12]2(OCC)[CH2:18][O:19][CH2:20][CH:11]2[S:10]1)=[O:7])[CH3:2].O.C1(C)C=CC(S(O)(=O)=[O:36])=CC=1. The catalyst class is: 133. Product: [C:20]([O-:36])(=[O:19])[CH3:11].[NH4+:8].[CH2:1]([O:3][C:4]1[CH:27]=[CH:26][CH:25]=[CH:24][C:5]=1[C:6]([N:8]=[C:9]1[N:13]([CH2:14][CH2:15][O:16][CH3:17])[C:12]2[CH2:18][O:19][CH2:20][C:11]=2[S:10]1)=[O:7])[CH3:2]. (5) Reactant: [CH2:1]([O:8][C:9]1[CH:17]=[CH:16][CH:15]=[C:14]2[C:10]=1[CH:11]=[C:12]([C:19](O)=O)[N:13]2[CH3:18])[C:2]1[CH:7]=[CH:6][CH:5]=[CH:4][CH:3]=1.CN([C:25]([O:29]N1N=NC2C=CC=CC1=2)=[N+](C)C)C.[B-](F)(F)(F)F.C1C=CC2N(O)N=NC=2C=1.CCN(C(C)C)C(C)C.[CH2:63]([NH2:71])[CH2:64][C:65]1[CH:70]=[CH:69][CH:68]=[CH:67][CH:66]=1. Product: [CH2:63]([NH:71][C:25]([CH2:19][C:12]1[N:13]([CH3:18])[C:14]2[C:10]([CH:11]=1)=[C:9]([O:8][CH2:1][C:2]1[CH:3]=[CH:4][CH:5]=[CH:6][CH:7]=1)[CH:17]=[CH:16][CH:15]=2)=[O:29])[CH2:64][C:65]1[CH:70]=[CH:69][CH:68]=[CH:67][CH:66]=1. The catalyst class is: 3.